Predict the reaction yield, written as a fraction of the theoretical maximum amount of product (1.0 means a 100% yield; for example, 0.34 means a 34% yield). From a dataset of Reaction yield outcomes from USPTO patents with 853,638 reactions. (1) The reactants are [CH2:1]([O:3][C:4]1[CH:9]=[C:8]([CH3:10])[CH:7]=[CH:6][C:5]=1[NH:11][CH:12]1[CH2:17][CH2:16][N:15]([CH2:18][CH2:19][CH2:20][CH2:21][NH:22][C:23]([C:25]2[CH:30]=[CH:29][C:28]([C:31]3[CH:36]=[CH:35][C:34]([C:37]([F:40])([F:39])[F:38])=[CH:33][CH:32]=3)=[CH:27][CH:26]=2)=[O:24])[CH2:14][CH2:13]1)[CH3:2].[C:41]1([S:47](Cl)(=[O:49])=[O:48])[CH:46]=[CH:45][CH:44]=[CH:43][CH:42]=1.O. The catalyst is C(Cl)Cl. The product is [C:41]1([S:47]([N:11]([C:5]2[CH:6]=[CH:7][C:8]([CH3:10])=[CH:9][C:4]=2[O:3][CH2:1][CH3:2])[CH:12]2[CH2:13][CH2:14][N:15]([CH2:18][CH2:19][CH2:20][CH2:21][NH:22][C:23]([C:25]3[CH:30]=[CH:29][C:28]([C:31]4[CH:32]=[CH:33][C:34]([C:37]([F:38])([F:40])[F:39])=[CH:35][CH:36]=4)=[CH:27][CH:26]=3)=[O:24])[CH2:16][CH2:17]2)(=[O:49])=[O:48])[CH:46]=[CH:45][CH:44]=[CH:43][CH:42]=1. The yield is 0.230. (2) The reactants are [C:1]([C:3]1[CH:4]=[C:5]([CH2:10][C:11]([O:13][C:14]([CH3:17])([CH3:16])[CH3:15])=[O:12])[CH:6]=[CH:7][C:8]=1F)#[N:2].[Cl:18][C:19]1[CH:36]=[CH:35][C:22]([CH2:23][CH2:24][NH:25][C:26](=[O:34])[C:27]2[CH:32]=[CH:31][C:30]([OH:33])=[CH:29][CH:28]=2)=[CH:21][CH:20]=1.C(=O)([O-])[O-].[K+].[K+]. The catalyst is CS(C)=O.C(OCC)(=O)C. The product is [Cl:18][C:19]1[CH:20]=[CH:21][C:22]([CH2:23][CH2:24][NH:25][C:26]([C:27]2[CH:32]=[CH:31][C:30]([O:33][C:8]3[CH:7]=[CH:6][C:5]([CH2:10][C:11]([O:13][C:14]([CH3:17])([CH3:16])[CH3:15])=[O:12])=[CH:4][C:3]=3[C:1]#[N:2])=[CH:29][CH:28]=2)=[O:34])=[CH:35][CH:36]=1. The yield is 0.400. (3) The catalyst is ClS(O)(=O)=O. The product is [F:1][C:2]1[CH:3]=[C:4]2[C:5](=[CH:6][CH:7]=1)[C:10](=[O:12])[CH2:9][CH2:8]2. The yield is 0.705. The reactants are [F:1][C:2]1[CH:3]=[C:4]([CH2:8][CH2:9][C:10]([OH:12])=O)[CH:5]=[CH:6][CH:7]=1. (4) The product is [F:1][C:2]1[C:3]([O:9][CH3:10])=[C:4]([NH:5][CH:13]([C:15]2[CH:16]=[C:17]([C:32]([N:34]([CH3:36])[CH3:35])=[O:33])[CH:18]=[C:19]3[C:24]=2[O:23][C:22]([N:25]2[CH2:30][CH2:29][O:28][CH2:27][CH2:26]2)=[CH:21][C:20]3=[O:31])[CH3:14])[CH:6]=[CH:7][CH:8]=1. The yield is 0.600. The reactants are [F:1][C:2]1[C:3]([O:9][CH3:10])=[C:4]([CH:6]=[CH:7][CH:8]=1)[NH2:5].Br.Br[CH:13]([C:15]1[CH:16]=[C:17]([C:32]([N:34]([CH3:36])[CH3:35])=[O:33])[CH:18]=[C:19]2[C:24]=1[O:23][C:22]([N:25]1[CH2:30][CH2:29][O:28][CH2:27][CH2:26]1)=[CH:21][C:20]2=[O:31])[CH3:14]. No catalyst specified. (5) The reactants are [Cl:1][C:2]1[CH:3]=[C:4]2[C:12](=[CH:13][C:14]=1[Cl:15])[N:11](S(C1C=CC(C)=CC=1)(=O)=O)[C:10]1[C:9](=[O:26])[CH2:8][CH2:7][CH2:6][C:5]2=1.[OH-].[K+].[C:29]1([CH:35]=O)[CH:34]=[CH:33][CH:32]=[CH:31][CH:30]=1. The catalyst is CO. The product is [CH:35](=[C:8]1[CH2:7][CH2:6][C:5]2[C:4]3[C:12](=[CH:13][C:14]([Cl:15])=[C:2]([Cl:1])[CH:3]=3)[NH:11][C:10]=2[C:9]1=[O:26])[C:29]1[CH:34]=[CH:33][CH:32]=[CH:31][CH:30]=1. The yield is 0.700. (6) The reactants are [C:1]1([C:7]2[N:12]=[C:11]([OH:13])[CH:10]=[CH:9][N:8]=2)[CH:6]=[CH:5][CH:4]=[CH:3][CH:2]=1.C1C(=O)N([I:21])C(=O)C1. The catalyst is C(O)(=O)C. The product is [I:21][C:10]1[C:11]([OH:13])=[N:12][C:7]([C:1]2[CH:2]=[CH:3][CH:4]=[CH:5][CH:6]=2)=[N:8][CH:9]=1. The yield is 0.698. (7) The reactants are [Cl:1][C:2]1[N:7]=[C:6]([F:8])[C:5]([OH:9])=[CH:4][CH:3]=1.C([O-])([O-])=O.[K+].[K+].[CH2:16](Cl)[O:17][CH3:18]. The catalyst is CC(C)=O. The product is [Cl:1][C:2]1[N:7]=[C:6]([F:8])[C:5]([O:9][CH2:16][O:17][CH3:18])=[CH:4][CH:3]=1. The yield is 0.800. (8) The reactants are [F:1][C:2]([F:30])([O:6][C:7]1[CH:8]=[C:9]([CH2:13][N:14]([CH2:23][CH:24]([OH:29])[C:25]([F:28])([F:27])[F:26])[C:15]2[CH:16]=[C:17]([CH:20]=[CH:21][CH:22]=2)[C:18]#[N:19])[CH:10]=[CH:11][CH:12]=1)[CH:3]([F:5])[F:4].C[Sn]([N:35]=[N+:36]=[N-:37])(C)C.C1COCC1.Cl. The catalyst is C1(C)C=CC=CC=1. The product is [F:1][C:2]([F:30])([O:6][C:7]1[CH:8]=[C:9]([CH2:13][N:14]([C:15]2[CH:22]=[CH:21][CH:20]=[C:17]([C:18]3[NH:37][N:36]=[N:35][N:19]=3)[CH:16]=2)[CH2:23][CH:24]([OH:29])[C:25]([F:27])([F:28])[F:26])[CH:10]=[CH:11][CH:12]=1)[CH:3]([F:5])[F:4]. The yield is 0.330.